Dataset: Full USPTO retrosynthesis dataset with 1.9M reactions from patents (1976-2016). Task: Predict the reactants needed to synthesize the given product. (1) Given the product [NH2:39][C:32]1[C:33]2[C:38](=[CH:37][CH:36]=[CH:35][CH:34]=2)[C:29]([O:28][C:26]2[CH:25]=[CH:24][N:23]=[C:22]([NH:21][C:5]3[CH:6]=[C:7]([CH:8]=[C:3]([C:1]#[CH:2])[CH:4]=3)[C:9]([NH:10][C@H:11]([CH3:19])[CH2:12][N:13]3[CH2:14][CH2:15][O:16][CH2:17][CH2:18]3)=[O:20])[N:27]=2)=[CH:30][CH:31]=1, predict the reactants needed to synthesize it. The reactants are: [C:1]([C:3]1[CH:4]=[C:5]([NH:21][C:22]2[N:27]=[C:26]([O:28][C:29]3[C:38]4[C:33](=[CH:34][CH:35]=[CH:36][CH:37]=4)[C:32]([NH:39]C(=O)OC(C)(C)C)=[CH:31][CH:30]=3)[CH:25]=[CH:24][N:23]=2)[CH:6]=[C:7]([C:9](=[O:20])[NH:10][C@H:11]([CH3:19])[CH2:12][N:13]2[CH2:18][CH2:17][O:16][CH2:15][CH2:14]2)[CH:8]=1)#[CH:2].C(O)(C(F)(F)F)=O. (2) Given the product [Br:5][C:6]1[S:10][C:9]([C:11]([Cl:3])=[O:13])=[CH:8][CH:7]=1, predict the reactants needed to synthesize it. The reactants are: S(Cl)([Cl:3])=O.[Br:5][C:6]1[S:10][C:9]([C:11]([OH:13])=O)=[CH:8][CH:7]=1.